Task: Predict the reaction yield, written as a fraction of the theoretical maximum amount of product (1.0 means a 100% yield; for example, 0.34 means a 34% yield).. Dataset: Reaction yield outcomes from USPTO patents with 853,638 reactions (1) The reactants are [CH:1]1([O:5][C:6]2[C:15]([C:16]3[CH:17]=[N:18][NH:19][CH:20]=3)=[CH:14][CH:13]=[C:12]3[C:7]=2[CH2:8][CH2:9][C@H:10]([CH3:25])[N:11]3[C:21]([O:23][CH3:24])=[O:22])[CH2:4][CH2:3][CH2:2]1.CN(C)C=O.[H-].[Na+].[CH:33]12[O:39][CH:38]1[CH2:37][CH2:36][N:35]([C:40]([O:42][C:43]([CH3:46])([CH3:45])[CH3:44])=[O:41])[CH2:34]2. The catalyst is C(OCC)(=O)C. The product is [C:43]([O:42][C:40]([N:35]1[CH2:36][CH2:37][CH:38]([N:19]2[CH:20]=[C:16]([C:15]3[C:6]([O:5][CH:1]4[CH2:2][CH2:3][CH2:4]4)=[C:7]4[C:12](=[CH:13][CH:14]=3)[N:11]([C:21]([O:23][CH3:24])=[O:22])[C@@H:10]([CH3:25])[CH2:9][CH2:8]4)[CH:17]=[N:18]2)[CH:33]([OH:39])[CH2:34]1)=[O:41])([CH3:46])([CH3:44])[CH3:45]. The yield is 0.780. (2) The reactants are [Si:1]([O:8][C:9]1[CH:10]=[C:11]2[C:16](=[CH:17][CH:18]=1)[CH:15]=[C:14]([CH2:19][CH2:20][CH2:21][CH2:22][NH2:23])[CH:13]=[CH:12]2)([C:4]([CH3:7])([CH3:6])[CH3:5])([CH3:3])[CH3:2].[NH2:24][C:25]1[C:26]([C:33]([NH:35][C:36](SC)=[NH:37])=[O:34])=[N:27][C:28]([Cl:32])=[C:29]([NH2:31])[N:30]=1.C(N(C(C)C)CC)(C)C. The catalyst is CCO. The product is [NH2:24][C:25]1[C:26]([C:33]([NH:35][C:36](=[NH:37])[NH:23][CH2:22][CH2:21][CH2:20][CH2:19][C:14]2[CH:13]=[CH:12][C:11]3[C:16](=[CH:17][CH:18]=[C:9]([O:8][Si:1]([C:4]([CH3:7])([CH3:6])[CH3:5])([CH3:3])[CH3:2])[CH:10]=3)[CH:15]=2)=[O:34])=[N:27][C:28]([Cl:32])=[C:29]([NH2:31])[N:30]=1. The yield is 0.500. (3) The reactants are [C:1]([C:4]1[CH:12]=[CH:11][CH:10]=[CH:9][C:5]=1[C:6]([OH:8])=[O:7])(=[O:3])[CH3:2].[CH3:13][C:14](=[CH:16][CH2:17][CH2:18][CH:19]([CH2:21][CH2:22]O)[CH3:20])[CH3:15].C1CCC(N=C=NC2CCCCC2)CC1. The catalyst is CN(C1C=CN=CC=1)C.ClCCl. The product is [C:1]([C:4]1[CH:12]=[CH:11][CH:10]=[CH:9][C:5]=1[C:6]([O:8][CH2:22][CH2:21][CH:19]([CH3:20])[CH2:18][CH2:17][CH:16]=[C:14]([CH3:15])[CH3:13])=[O:7])(=[O:3])[CH3:2]. The yield is 0.630. (4) The reactants are [Br:1][C:2]1[CH:3]=[C:4]([CH:8]=[N:9][S:10]([C:12]([CH3:15])([CH3:14])[CH3:13])=[O:11])[CH:5]=[N:6][CH:7]=1.[CH2:16]([Mg]Cl)[CH2:17][CH3:18]. The catalyst is C1COCC1. The product is [Br:1][C:2]1[CH:3]=[C:4]([CH:8]([NH:9][S:10]([C:12]([CH3:15])([CH3:14])[CH3:13])=[O:11])[CH2:16][CH2:17][CH3:18])[CH:5]=[N:6][CH:7]=1. The yield is 0.650. (5) The reactants are [Cl:1][C:2]1[CH:7]=[CH:6][CH:5]=[CH:4][C:3]=1[C:8]1[C:12]([CH:13]([OH:15])[CH3:14])=[CH:11][N:10]([C:16]2[CH:21]=[CH:20][N:19]=[C:18]([Cl:22])[CH:17]=2)[N:9]=1.C1C=C[NH+]=CC=1.[O-][Cr](Cl)(=O)=O. The catalyst is C(Cl)Cl.CCOCC. The product is [Cl:1][C:2]1[CH:7]=[CH:6][CH:5]=[CH:4][C:3]=1[C:8]1[C:12]([C:13](=[O:15])[CH3:14])=[CH:11][N:10]([C:16]2[CH:21]=[CH:20][N:19]=[C:18]([Cl:22])[CH:17]=2)[N:9]=1. The yield is 0.360.